Dataset: Catalyst prediction with 721,799 reactions and 888 catalyst types from USPTO. Task: Predict which catalyst facilitates the given reaction. Reactant: [NH:1]1[CH:5]=[C:4]([S:6]([N:9]2[CH2:14][CH2:13][N:12]([C:15]([O:17][C:18]([CH3:21])([CH3:20])[CH3:19])=[O:16])[CH2:11][CH2:10]2)(=[O:8])=[O:7])[N:3]=[N:2]1.[C:22]([O-])([O-])=O.[K+].[K+].CI. Product: [CH3:22][N:1]1[CH:5]=[C:4]([S:6]([N:9]2[CH2:10][CH2:11][N:12]([C:15]([O:17][C:18]([CH3:21])([CH3:20])[CH3:19])=[O:16])[CH2:13][CH2:14]2)(=[O:8])=[O:7])[N:3]=[N:2]1. The catalyst class is: 3.